This data is from Full USPTO retrosynthesis dataset with 1.9M reactions from patents (1976-2016). The task is: Predict the reactants needed to synthesize the given product. Given the product [CH3:24][N:11]([CH:12]([C:14]1[CH:19]=[CH:18][CH:17]=[CH:16][CH:15]=1)[CH3:13])[C:8]1[CH:9]=[CH:10][C:5]2[N:6]([C:2]([CH3:1])=[N:3][N:4]=2)[N:7]=1, predict the reactants needed to synthesize it. The reactants are: [CH3:1][C:2]1[N:6]2[N:7]=[C:8]([NH:11][CH:12]([C:14]3[CH:19]=[CH:18][CH:17]=[CH:16][CH:15]=3)[CH3:13])[CH:9]=[CH:10][C:5]2=[N:4][N:3]=1.C=O.[BH4-].[Na+].[C:24](O)(C(F)(F)F)=O.[OH-].[Na+].